This data is from Full USPTO retrosynthesis dataset with 1.9M reactions from patents (1976-2016). The task is: Predict the reactants needed to synthesize the given product. (1) The reactants are: C(OC(N[C@@H]1C[C@H](NC(OC(C)(C)C)=O)CNC1)=O)(C)(C)C.C(N(C(C)C)C(C)C)C.[Cl:32][C:33]1[C:34]([F:42])=[N:35][C:36]([F:41])=[C:37]([Cl:40])[C:38]=1F. Given the product [Cl:32][C:33]1[C:34]([F:42])=[N:35][C:36]([F:41])=[C:37]([Cl:40])[CH:38]=1, predict the reactants needed to synthesize it. (2) Given the product [CH3:1][O:2][C:3]1[CH:4]=[CH:5][C:6]([C:9]2[C:10]3[CH:11]=[CH:12][C:13]([Se:21][C:22]#[C:23][C:24]4[CH:25]=[CH:26][C:27]([C:28]([OH:30])=[O:29])=[CH:32][CH:33]=4)=[CH:14][C:15]=3[C:16]([CH3:20])([CH3:19])[CH2:17][CH:18]=2)=[CH:7][CH:8]=1, predict the reactants needed to synthesize it. The reactants are: [CH3:1][O:2][C:3]1[CH:8]=[CH:7][C:6]([C:9]2[C:10]3[CH:11]=[CH:12][C:13]([Se:21][C:22]#[C:23][C:24]4[CH:33]=[CH:32][C:27]([C:28]([O:30]C)=[O:29])=[CH:26][CH:25]=4)=[CH:14][C:15]=3[C:16]([CH3:20])([CH3:19])[CH2:17][CH:18]=2)=[CH:5][CH:4]=1.[OH-].[Na+].Cl.